From a dataset of Catalyst prediction with 721,799 reactions and 888 catalyst types from USPTO. Predict which catalyst facilitates the given reaction. (1) Reactant: C(OC([NH:11][C@@H:12]([CH2:20][S:21][CH2:22][C@H:23]([O:39][C:40](=[O:52])[NH:41][CH2:42][CH2:43][CH2:44][CH2:45][CH2:46][CH2:47][CH2:48][CH2:49][CH2:50][CH3:51])[CH2:24][O:25][C:26](=[O:38])[NH:27][CH2:28][CH2:29][CH2:30][CH2:31][CH2:32][CH2:33][CH2:34][CH2:35][CH2:36][CH3:37])[C:13]([O:15][C:16]([CH3:19])([CH3:18])[CH3:17])=[O:14])=O)C1C=CC=CC=1.C([O-])=O.[NH4+].CO.O. Product: [NH2:11][C@@H:12]([CH2:20][S:21][CH2:22][C@H:23]([O:39][C:40](=[O:52])[NH:41][CH2:42][CH2:43][CH2:44][CH2:45][CH2:46][CH2:47][CH2:48][CH2:49][CH2:50][CH3:51])[CH2:24][O:25][C:26](=[O:38])[NH:27][CH2:28][CH2:29][CH2:30][CH2:31][CH2:32][CH2:33][CH2:34][CH2:35][CH2:36][CH3:37])[C:13]([O:15][C:16]([CH3:17])([CH3:18])[CH3:19])=[O:14]. The catalyst class is: 19. (2) Reactant: Br[CH2:2][C:3]([N:5]1[CH2:9][CH2:8][CH2:7][CH2:6]1)=[O:4].[NH:10]1[CH:14]=[C:13]([B:15]2[O:23][C:20]([CH3:22])([CH3:21])[C:17]([CH3:19])([CH3:18])[O:16]2)[CH:12]=[N:11]1. Product: [N:5]1([C:3](=[O:4])[CH2:2][N:11]2[CH:12]=[C:13]([B:15]3[O:16][C:17]([CH3:19])([CH3:18])[C:20]([CH3:22])([CH3:21])[O:23]3)[CH:14]=[N:10]2)[CH2:9][CH2:8][CH2:7][CH2:6]1. The catalyst class is: 10. (3) The catalyst class is: 5. Product: [Br:1][C:2]1[CH:3]=[C:4]2[C:8](=[C:9]([C:11]([OH:13])=[O:12])[CH:10]=1)[NH:7][CH:6]=[C:5]2[CH2:16][CH:17]1[CH2:22][CH2:21][CH2:20][S:19](=[O:23])(=[O:24])[CH2:18]1. Reactant: [Br:1][C:2]1[CH:3]=[C:4]2[C:8](=[C:9]([C:11]([O:13]CC)=[O:12])[CH:10]=1)[NH:7][CH:6]=[C:5]2[CH2:16][CH:17]1[CH2:22][CH2:21][CH2:20][S:19](=[O:24])(=[O:23])[CH2:18]1.[Li+].[OH-]. (4) Reactant: [S:1]1[C:5]2([CH2:10][CH2:9][O:8][CH2:7][CH2:6]2)[NH:4][CH:3]([C:11]([OH:13])=[O:12])[CH2:2]1.CCN(C(C)C)C(C)C.Cl[C:24]([O:26][CH2:27][C:28]1[CH:33]=[CH:32][CH:31]=[CH:30][CH:29]=1)=[O:25]. Product: [CH2:27]([O:26][C:24]([N:4]1[C:5]2([CH2:6][CH2:7][O:8][CH2:9][CH2:10]2)[S:1][CH2:2][CH:3]1[C:11]([OH:13])=[O:12])=[O:25])[C:28]1[CH:33]=[CH:32][CH:31]=[CH:30][CH:29]=1. The catalyst class is: 4. (5) Reactant: N[C:2]1[CH:7]=[C:6]([C:8]#[N:9])[CH:5]=[CH:4][C:3]=1[S:10]([NH:13][C:14]1[CH:15]=[CH:16][CH:17]=[C:18]2[C:23]=1[N:22]=[CH:21][CH:20]=[CH:19]2)(=[O:12])=[O:11].N(OC(C)(C)C)=O.CC(O)=O. Product: [O:12]=[S:10]1(=[O:11])[C:3]2[C:2](=[CH:7][C:6]([C:8]#[N:9])=[CH:5][CH:4]=2)[C:15]2[C:14](=[C:23]3[C:18](=[CH:17][CH:16]=2)[CH:19]=[CH:20][CH:21]=[N:22]3)[NH:13]1. The catalyst class is: 1. (6) Reactant: C1C(=O)N([I:8])C(=O)C1.[Br:9][C:10]1[CH:11]=[CH:12][C:13]([OH:17])=[N:14][C:15]=1[Cl:16]. Product: [Br:9][C:10]1[CH:11]=[C:12]([I:8])[C:13]([OH:17])=[N:14][C:15]=1[Cl:16]. The catalyst class is: 5. (7) Reactant: Br[C:2]1[CH:3]=[C:4]([N:12]2[CH2:17][CH2:16][N:15]([C:18]([O:20][C:21]([CH3:24])([CH3:23])[CH3:22])=[O:19])[CH2:14][CH2:13]2)[CH:5]=[C:6]([C:8]([F:11])([F:10])[F:9])[CH:7]=1.C([Li])(C)(C)C.[Br:30][CH2:31][Si:32]([CH3:35])([CH3:34])Cl.O. Product: [C:21]([O:20][C:18]([N:15]1[CH2:14][CH2:13][N:12]([C:4]2[CH:5]=[C:6]([C:8]([F:10])([F:9])[F:11])[CH:7]=[C:2]([Si:32]([CH2:31][Br:30])([CH3:35])[CH3:34])[CH:3]=2)[CH2:17][CH2:16]1)=[O:19])([CH3:24])([CH3:23])[CH3:22]. The catalyst class is: 27.